From a dataset of Catalyst prediction with 721,799 reactions and 888 catalyst types from USPTO. Predict which catalyst facilitates the given reaction. (1) Reactant: [CH2:1]([C:5]1[N:10]=[C:9]([CH3:11])[N:8]([CH2:12][C:13]2[CH:17]=[C:16]([CH3:18])[N:15]([CH3:19])[N:14]=2)[C:7](=[O:20])[C:6]=1[CH2:21][C:22]1[CH:27]=[CH:26][C:25]([C:28]2[CH:33]=[CH:32][CH:31]=[CH:30][C:29]=2[C:34]2[NH:38][C:37](=[O:39])[O:36][N:35]=2)=[CH:24][CH:23]=1)[CH2:2][CH2:3][CH3:4].[ClH:40].C(OCC)(=O)C. Product: [ClH:40].[CH2:1]([C:5]1[N:10]=[C:9]([CH3:11])[N:8]([CH2:12][C:13]2[CH:17]=[C:16]([CH3:18])[N:15]([CH3:19])[N:14]=2)[C:7](=[O:20])[C:6]=1[CH2:21][C:22]1[CH:27]=[CH:26][C:25]([C:28]2[CH:33]=[CH:32][CH:31]=[CH:30][C:29]=2[C:34]2[NH:38][C:37](=[O:39])[O:36][N:35]=2)=[CH:24][CH:23]=1)[CH2:2][CH2:3][CH3:4]. The catalyst class is: 13. (2) Reactant: [F:1][C:2]([F:27])([F:26])[C:3]1[CH:8]=[C:7]([C:9]2[S:19][C:12]3=[N:13][CH:14]=[C:15]([CH:17]=O)[CH:16]=[C:11]3[CH:10]=2)[CH:6]=[CH:5][C:4]=1[C:20]1[CH:25]=[CH:24][CH:23]=[CH:22][CH:21]=1.Cl.[NH2:29][CH2:30][CH2:31][C:32]([OH:34])=[O:33].C(N(CC)CC)C.[BH4-].[Na+]. Product: [F:26][C:2]([F:1])([F:27])[C:3]1[CH:8]=[C:7]([C:9]2[S:19][C:12]3=[N:13][CH:14]=[C:15]([CH2:17][NH:29][CH2:30][CH2:31][C:32]([OH:34])=[O:33])[CH:16]=[C:11]3[CH:10]=2)[CH:6]=[CH:5][C:4]=1[C:20]1[CH:25]=[CH:24][CH:23]=[CH:22][CH:21]=1. The catalyst class is: 5. (3) Reactant: [C:1]([O:14][C@H:15]([CH2:41][O:42][C:43](=[O:55])[CH2:44][CH2:45][CH2:46][CH2:47][CH2:48][CH2:49][CH2:50][CH2:51][CH2:52][CH2:53][CH3:54])[CH2:16][S:17][CH2:18][C@@H:19]([C:38](O)=[O:39])[NH:20][C:21](=[O:37])[O:22][CH2:23][CH:24]1[C:36]2[CH:35]=[CH:34][CH:33]=[CH:32][C:31]=2[C:30]2[C:25]1=[CH:26][CH:27]=[CH:28][CH:29]=2)(=[O:13])[CH2:2][CH2:3][CH2:4][CH2:5][CH2:6][CH2:7][CH2:8][CH2:9][CH2:10][CH2:11][CH3:12].[NH2:56][CH2:57][CH2:58][C:59]1[CH:76]=[CH:75][C:62]([O:63][CH2:64][CH2:65][CH2:66][P:67](=[O:74])([O:71][CH2:72][CH3:73])[O:68][CH2:69][CH3:70])=[CH:61][CH:60]=1.CCN(C(C)C)C(C)C.CN(C(ON1N=NC2C=CC=CC1=2)=[N+](C)C)C.F[P-](F)(F)(F)(F)F. Product: [C:43]([O:42][CH2:41][C@@H:15]([O:14][C:1](=[O:13])[CH2:2][CH2:3][CH2:4][CH2:5][CH2:6][CH2:7][CH2:8][CH2:9][CH2:10][CH2:11][CH3:12])[CH2:16][S:17][CH2:18][C@H:19]([NH:20][C:21]([O:22][CH2:23][CH:24]1[C:25]2[CH:26]=[CH:27][CH:28]=[CH:29][C:30]=2[C:31]2[C:36]1=[CH:35][CH:34]=[CH:33][CH:32]=2)=[O:37])[C:38]([NH:56][CH2:57][CH2:58][C:59]1[CH:60]=[CH:61][C:62]([O:63][CH2:64][CH2:65][CH2:66][P:67]([O:68][CH2:69][CH3:70])([O:71][CH2:72][CH3:73])=[O:74])=[CH:75][CH:76]=1)=[O:39])(=[O:55])[CH2:44][CH2:45][CH2:46][CH2:47][CH2:48][CH2:49][CH2:50][CH2:51][CH2:52][CH2:53][CH3:54]. The catalyst class is: 124. (4) Reactant: [CH3:1][O:2][C:3]1[CH:4]=[C:5]([CH2:11][CH2:12][NH:13][C:14](=[O:28])[C:15]([C:18]2[CH:27]=[CH:26][C:25]3[CH2:24][CH2:23][CH2:22][CH2:21][C:20]=3[CH:19]=2)=[CH:16][OH:17])[CH:6]=[CH:7][C:8]=1[O:9][CH3:10].Cl[CH2:30][C:31]#[CH:32].C(=O)([O-])[O-].[K+].[K+].CN(C)C=O. Product: [CH3:1][O:2][C:3]1[CH:4]=[C:5]([CH2:11][CH2:12][NH:13][C:14](=[O:28])[C:15]([C:18]2[CH:27]=[CH:26][C:25]3[CH2:24][CH2:23][CH2:22][CH2:21][C:20]=3[CH:19]=2)=[CH:16][O:17][CH2:32][C:31]#[CH:30])[CH:6]=[CH:7][C:8]=1[O:9][CH3:10]. The catalyst class is: 6. (5) Reactant: [F:1][C:2]([F:13])([F:12])[C:3]1[CH:11]=[CH:10][CH:9]=[CH:8][C:4]=1[C:5](Cl)=[O:6].C(N(CC)CC)C.[Br:21][C:22]1[CH:30]=[CH:29][C:25]([CH2:26][CH2:27][NH2:28])=[CH:24][CH:23]=1. Product: [Br:21][C:22]1[CH:30]=[CH:29][C:25]([CH2:26][CH2:27][NH:28][C:5](=[O:6])[C:4]2[CH:8]=[CH:9][CH:10]=[CH:11][C:3]=2[C:2]([F:13])([F:12])[F:1])=[CH:24][CH:23]=1. The catalyst class is: 4.